From a dataset of Reaction yield outcomes from USPTO patents with 853,638 reactions. Predict the reaction yield, written as a fraction of the theoretical maximum amount of product (1.0 means a 100% yield; for example, 0.34 means a 34% yield). (1) The reactants are F[C:2]1[CH:11]=[C:10]2[C:5]([C:6](=[O:12])[NH:7][CH:8]=[N:9]2)=[CH:4][CH:3]=1.[NH:13]1[CH2:18][CH2:17][O:16][CH2:15][CH2:14]1. No catalyst specified. The product is [N:13]1([C:2]2[CH:11]=[C:10]3[C:5]([C:6](=[O:12])[NH:7][CH:8]=[N:9]3)=[CH:4][CH:3]=2)[CH2:18][CH2:17][O:16][CH2:15][CH2:14]1. The yield is 0.500. (2) The reactants are C[O:2][C:3]([C:5]1[N:10]2[N:11]=[CH:12][C:13]([C:14](=[O:23])[NH:15][C:16]3[CH:21]=[CH:20][CH:19]=[CH:18][C:17]=3[Cl:22])=[C:9]2[N:8]=[C:7]([C:24](=[O:35])[NH:25][CH2:26][C:27]2[CH:32]=[CH:31][C:30]([F:33])=[C:29]([F:34])[CH:28]=2)[CH:6]=1)=[O:4].CO.[Li+].[OH-].OS([O-])(=O)=O.[Na+]. The catalyst is C1COCC1. The product is [Cl:22][C:17]1[CH:18]=[CH:19][CH:20]=[CH:21][C:16]=1[NH:15][C:14]([C:13]1[CH:12]=[N:11][N:10]2[C:5]([C:3]([OH:4])=[O:2])=[CH:6][C:7]([C:24](=[O:35])[NH:25][CH2:26][C:27]3[CH:32]=[CH:31][C:30]([F:33])=[C:29]([F:34])[CH:28]=3)=[N:8][C:9]=12)=[O:23]. The yield is 0.990. (3) The reactants are [NH2:1][C@H:2]([C:4]1[N:5]([C:16]2[CH:21]=[CH:20][CH:19]=[CH:18][CH:17]=2)[C:6](=[O:15])[C:7]2[C:12]([CH:13]=1)=[CH:11][CH:10]=[CH:9][C:8]=2Cl)[CH3:3].[CH3:22][N:23]1[CH:27]=[C:26](B(O)O)[CH:25]=[N:24]1.C([O-])([O-])=O.[Na+].[Na+]. The catalyst is CC(N(C)C)=O.C1C=CC(P(C2C=CC=CC=2)[C-]2C=CC=C2)=CC=1.C1C=CC(P(C2C=CC=CC=2)[C-]2C=CC=C2)=CC=1.Cl[Pd]Cl.[Fe+2]. The product is [NH2:1][C@H:2]([C:4]1[N:5]([C:16]2[CH:21]=[CH:20][CH:19]=[CH:18][CH:17]=2)[C:6](=[O:15])[C:7]2[C:12]([CH:13]=1)=[CH:11][CH:10]=[CH:9][C:8]=2[C:26]1[CH:25]=[N:24][N:23]([CH3:22])[CH:27]=1)[CH3:3]. The yield is 0.850. (4) The reactants are [CH3:1][N:2]([CH3:23])[C:3]([C:5]1[C:10](=[O:11])[N:9]([C:12]2[CH:17]=[CH:16][CH:15]=[C:14]([C:18]([F:21])([F:20])[F:19])[CH:13]=2)[C:8]([CH3:22])=[CH:7][N:6]=1)=[O:4].[Br:24]N1C(=O)CCC1=O. The catalyst is CN(C=O)C. The product is [Br:24][C:7]1[N:6]=[C:5]([C:3]([N:2]([CH3:23])[CH3:1])=[O:4])[C:10](=[O:11])[N:9]([C:12]2[CH:17]=[CH:16][CH:15]=[C:14]([C:18]([F:21])([F:19])[F:20])[CH:13]=2)[C:8]=1[CH3:22]. The yield is 0.570. (5) The reactants are C([O:3][C:4](=[O:36])[CH2:5][N:6]([S:30]([N:33]([CH3:35])[CH3:34])(=[O:32])=[O:31])[CH2:7][C:8]1[CH:13]=[CH:12][CH:11]=[C:10]([O:14][CH2:15][CH2:16][C:17]2[N:18]=[C:19]([C:23]3[CH:28]=[CH:27][C:26]([CH3:29])=[CH:25][CH:24]=3)[O:20][C:21]=2[CH3:22])[CH:9]=1)C.O.[OH-].[Li+]. No catalyst specified. The product is [CH3:34][N:33]([S:30]([N:6]([CH2:5][C:4]([OH:36])=[O:3])[CH2:7][C:8]1[CH:13]=[CH:12][CH:11]=[C:10]([O:14][CH2:15][CH2:16][C:17]2[N:18]=[C:19]([C:23]3[CH:28]=[CH:27][C:26]([CH3:29])=[CH:25][CH:24]=3)[O:20][C:21]=2[CH3:22])[CH:9]=1)(=[O:31])=[O:32])[CH3:35]. The yield is 0.990. (6) The reactants are O=C1C2C(=CC=CC=2)C(=O)[N:3]1[CH:12]1[CH2:17][CH2:16][CH:15]([S:18]([NH2:21])(=[O:20])=[O:19])[CH2:14][CH2:13]1.Cl. The catalyst is CCO. The product is [NH2:3][CH:12]1[CH2:17][CH2:16][CH:15]([S:18]([NH2:21])(=[O:19])=[O:20])[CH2:14][CH2:13]1. The yield is 0.400. (7) The reactants are [Br-].[Br:2][C:3]1[CH:28]=[CH:27][C:6]([CH2:7][P+](C2C=CC=CC=2)(C2C=CC=CC=2)C2C=CC=CC=2)=[C:5]([C:29]([O:31][CH3:32])=[O:30])[CH:4]=1.C1CCN2C(=NCCC2)CC1.[CH3:44][O:45][C:46]1[C:47]([CH3:54])=[C:48]([CH:51]=[CH:52][CH:53]=1)[CH:49]=O. The catalyst is C(#N)C. The product is [CH3:32][O:31][C:29](=[O:30])[C:5]1[CH:4]=[C:3]([Br:2])[CH:28]=[CH:27][C:6]=1[CH:7]=[CH:49][C:48]1[CH:51]=[CH:52][CH:53]=[C:46]([O:45][CH3:44])[C:47]=1[CH3:54]. The yield is 0.840.